This data is from Forward reaction prediction with 1.9M reactions from USPTO patents (1976-2016). The task is: Predict the product of the given reaction. (1) Given the reactants [OH:1][C:2]1[CH:7]=[CH:6][C:5]([CH:8]2[CH2:13][CH2:12][N:11]([C:14]([O:16][CH2:17][C:18]3[CH:23]=[CH:22][CH:21]=[CH:20][CH:19]=3)=[O:15])[CH2:10][CH:9]2[O:24][CH2:25][C:26]2[CH:27]=[CH:28][C:29]3[O:34][CH2:33][CH2:32][N:31]([CH2:35][CH2:36][CH2:37][O:38][CH3:39])[C:30]=3[CH:40]=2)=[CH:4][CH:3]=1.[CH2:41](Br)[C:42]1[CH:47]=[CH:46][CH:45]=[CH:44][CH:43]=1, predict the reaction product. The product is: [CH2:41]([O:1][C:2]1[CH:7]=[CH:6][C:5]([CH:8]2[CH2:13][CH2:12][N:11]([C:14]([O:16][CH2:17][C:18]3[CH:19]=[CH:20][CH:21]=[CH:22][CH:23]=3)=[O:15])[CH2:10][CH:9]2[O:24][CH2:25][C:26]2[CH:27]=[CH:28][C:29]3[O:34][CH2:33][CH2:32][N:31]([CH2:35][CH2:36][CH2:37][O:38][CH3:39])[C:30]=3[CH:40]=2)=[CH:4][CH:3]=1)[C:42]1[CH:47]=[CH:46][CH:45]=[CH:44][CH:43]=1. (2) The product is: [F:35][C:25]1[CH:24]=[C:23]([C:12]#[C:11][C:8]2[CH:9]=[CH:10][C:5]([CH2:1][CH:2]([CH3:4])[CH3:3])=[CH:6][CH:7]=2)[CH:32]=[C:31]2[C:26]=1[CH:27]=[C:28]([CH:33]=[O:34])[CH2:29][O:30]2. Given the reactants [CH2:1]([C:5]1[CH:10]=[CH:9][C:8]([C:11]#[C:12][Si](C)(C)C)=[CH:7][CH:6]=1)[CH:2]([CH3:4])[CH3:3].FC(F)(F)S(O[C:23]1[CH:32]=[C:31]2[C:26]([CH:27]=[C:28]([CH:33]=[O:34])[CH2:29][O:30]2)=[C:25]([F:35])[CH:24]=1)(=O)=O, predict the reaction product. (3) Given the reactants [H-].[Na+].[CH2:3]([O:5][C:6](=[O:9])[CH2:7][SH:8])[CH3:4].[C:10]([C:13]([CH2:24][C:25]([CH3:27])=[CH2:26])=[C:14](OS(C(F)(F)F)(=O)=O)[CH3:15])(=O)[CH3:11].[OH-].[Na+], predict the reaction product. The product is: [CH2:3]([O:5][C:6]([C:7]1[S:8][C:10]([CH3:11])=[C:13]([CH2:24][C:25]([CH3:27])=[CH2:26])[C:14]=1[CH3:15])=[O:9])[CH3:4]. (4) Given the reactants [NH2:1][C:2]1[S:3][CH:4]=[C:5]([C:7]2[CH:12]=[CH:11][CH:10]=[C:9]([N+:13]([O-:15])=[O:14])[CH:8]=2)[N:6]=1.[C:16]1([C:22]2[CH:27]=[CH:26][C:25]([S:28](Cl)(=[O:30])=[O:29])=[CH:24][CH:23]=2)[CH:21]=[CH:20][CH:19]=[CH:18][CH:17]=1, predict the reaction product. The product is: [N+:13]([C:9]1[CH:8]=[C:7]([C:5]2[N:6]=[C:2]([NH:1][S:28]([C:25]3[CH:24]=[CH:23][C:22]([C:16]4[CH:21]=[CH:20][CH:19]=[CH:18][CH:17]=4)=[CH:27][CH:26]=3)(=[O:30])=[O:29])[S:3][CH:4]=2)[CH:12]=[CH:11][CH:10]=1)([O-:15])=[O:14]. (5) Given the reactants [Cl:1][C:2]1[C:11]2[C:6](=[CH:7][C:8]([O:12][CH2:13][CH2:14][CH2:15][Cl:16])=[CH:9][CH:10]=2)[N:5]=[CH:4][N:3]=1.[NH2:17][C:18]1[CH:22]=[C:21]([CH2:23][C:24]([OH:26])=[O:25])[NH:20][N:19]=1, predict the reaction product. The product is: [ClH:1].[Cl:16][CH2:15][CH2:14][CH2:13][O:12][C:8]1[CH:7]=[C:6]2[C:11]([C:2]([NH:17][C:18]3[CH:22]=[C:21]([CH2:23][C:24]([OH:26])=[O:25])[NH:20][N:19]=3)=[N:3][CH:4]=[N:5]2)=[CH:10][CH:9]=1.